Dataset: Forward reaction prediction with 1.9M reactions from USPTO patents (1976-2016). Task: Predict the product of the given reaction. Given the reactants [CH2:1]([O:3][C:4]([N:6]1[CH2:11][CH2:10][N:9]([CH2:12][C:13]#[CH:14])[CH2:8][CH2:7]1)=[O:5])[CH3:2].Br[C:16]1[CH:17]=[C:18]([CH:21]=[CH:22][C:23]=1[F:24])[C:19]#[N:20].C(NC(C)C)(C)C.C(P(C(C)(C)C)C(C)(C)C)(C)(C)C, predict the reaction product. The product is: [CH2:1]([O:3][C:4]([N:6]1[CH2:7][CH2:8][N:9]([CH2:12][C:13]#[C:14][C:16]2[CH:17]=[C:18]([C:19]#[N:20])[CH:21]=[CH:22][C:23]=2[F:24])[CH2:10][CH2:11]1)=[O:5])[CH3:2].